This data is from Forward reaction prediction with 1.9M reactions from USPTO patents (1976-2016). The task is: Predict the product of the given reaction. (1) Given the reactants [CH3:1][C:2]([CH3:30])([CH2:26][CH2:27][CH2:28][CH3:29])[C:3](=[O:25])/[CH:4]=[CH:5]/[C@H:6]1[CH2:10][O:9][C:8](=[O:11])[N:7]1[CH2:12][CH2:13][S:14][C:15]1[S:16][CH:17]=[C:18]([C:20]([O:22][CH2:23][CH3:24])=[O:21])[N:19]=1.[BH4-].[Na+].C(O)(=O)C.O, predict the reaction product. The product is: [OH:25][C@@H:3]([C:2]([CH3:1])([CH3:30])[CH2:26][CH2:27][CH2:28][CH3:29])/[CH:4]=[CH:5]/[C@H:6]1[CH2:10][O:9][C:8](=[O:11])[N:7]1[CH2:12][CH2:13][S:14][C:15]1[S:16][CH:17]=[C:18]([C:20]([O:22][CH2:23][CH3:24])=[O:21])[N:19]=1. (2) The product is: [Cl:1][C:2]1[C:7]([O:8][CH2:9][CH3:10])=[CH:6][CH:5]=[C:4]([F:11])[C:3]=1[C:12]1[CH:13]=[C:14]2[C:19](=[CH:20][CH:21]=1)[N:18]=[C:17]([NH:22][C@@H:23]1[CH2:27][CH2:26][CH2:25][C@@H:24]1[NH:28][C:29](=[O:32])[C:30]#[CH:31])[N:16]=[CH:15]2. Given the reactants [Cl:1][C:2]1[C:7]([O:8][CH2:9][CH3:10])=[CH:6][CH:5]=[C:4]([F:11])[C:3]=1[C:12]1[CH:13]=[C:14]2[C:19](=[CH:20][CH:21]=1)[N:18]=[C:17]([NH:22][C@@H:23]1[CH2:27][CH2:26][CH2:25][C@@H:24]1[NH2:28])[N:16]=[CH:15]2.[C:29](O)(=[O:32])[C:30]#[CH:31].CN(C(ON1N=NC2C=CC=NC1=2)=[N+](C)C)C.F[P-](F)(F)(F)(F)F.CCN(C(C)C)C(C)C, predict the reaction product. (3) Given the reactants S(=O)(=O)(O)[OH:2].C(OC(=O)[NH:12][C@H:13]1[CH2:18][CH2:17][CH2:16][N:15]([C:19]2[C:27]([F:28])=[CH:26][C:25]([C:29]#[N:30])=[C:24]3[C:20]=2[C:21]([CH3:32])=[C:22]([CH3:31])[NH:23]3)[CH2:14]1)(C)(C)C, predict the reaction product. The product is: [NH2:12][C@H:13]1[CH2:18][CH2:17][CH2:16][N:15]([C:19]2[C:27]([F:28])=[CH:26][C:25]([C:29]([NH2:30])=[O:2])=[C:24]3[C:20]=2[C:21]([CH3:32])=[C:22]([CH3:31])[NH:23]3)[CH2:14]1. (4) Given the reactants [NH2:1][C:2]1[C:11]2[C:6](=[C:7](Br)[CH:8]=[CH:9][CH:10]=2)[N:5]=[N:4][C:3]=1[C:13]([NH:15][CH2:16][CH2:17][CH3:18])=[O:14].[F:19][C:20]1[CH:25]=[C:24]([CH3:26])[CH:23]=[CH:22][C:21]=1B(O)O, predict the reaction product. The product is: [NH2:1][C:2]1[C:11]2[C:6](=[C:7]([C:21]3[CH:22]=[CH:23][C:24]([CH3:26])=[CH:25][C:20]=3[F:19])[CH:8]=[CH:9][CH:10]=2)[N:5]=[N:4][C:3]=1[C:13]([NH:15][CH2:16][CH2:17][CH3:18])=[O:14]. (5) Given the reactants [Cl:1][C:2]1[N:3]=[C:4]2[C:9](=[CH:10][CH:11]=1)[N:8]=[CH:7][C:6]([C:12](=[O:14])[CH3:13])=[C:5]2[NH:15][CH:16]1[CH2:21][CH2:20][CH:19]([CH2:22][N:23]([CH2:25][CH2:26][OH:27])[CH3:24])[CH2:18][CH2:17]1.[Cl:28][C:29]1[CH:34]=[C:33](B2OC(C)(C)C(C)(C)O2)[CH:32]=[C:31]([Cl:44])[C:30]=1[OH:45].C1(N)C(F)=C(F)C(F)=C(N)C=1F.Cl.Cl, predict the reaction product. The product is: [ClH:1].[ClH:28].[Cl:28][C:29]1[CH:34]=[C:33]([C:2]2[N:3]=[C:4]3[C:9](=[CH:10][CH:11]=2)[N:8]=[CH:7][C:6]([C:12](=[O:14])[CH3:13])=[C:5]3[NH:15][C@H:16]2[CH2:17][CH2:18][C@H:19]([CH2:22][N:23]([CH2:25][CH2:26][OH:27])[CH3:24])[CH2:20][CH2:21]2)[CH:32]=[C:31]([Cl:44])[C:30]=1[OH:45].